This data is from Catalyst prediction with 721,799 reactions and 888 catalyst types from USPTO. The task is: Predict which catalyst facilitates the given reaction. (1) Reactant: [S:1]1[CH:5]=[CH:4][N:3]=[C:2]1[C:6]#[N:7].Cl.[NH2:9][OH:10].CCN(C(C)C)C(C)C. Product: [S:1]1[CH:5]=[CH:4][N:3]=[C:2]1[C:6](=[N:9][OH:10])[NH2:7]. The catalyst class is: 14. (2) Reactant: C([BH3-])#N.[Na+].[NH2:5][C@H:6]1[CH2:15][CH2:14][C:13]2[C:12]([S:16]([NH:19][C:20]3[CH:25]=[C:24]([Cl:26])[CH:23]=[C:22]([Cl:27])[CH:21]=3)(=[O:18])=[O:17])=[CH:11][CH:10]=[C:9]([O:28][CH3:29])[C:8]=2[CH2:7]1.[CH3:30][C:31]([CH3:33])=O.[CH:34](N)(C)C.C=O. Product: [Cl:27][C:22]1[CH:21]=[C:20]([NH:19][S:16]([C:12]2[C:13]3[CH2:14][CH2:15][C@H:6]([N:5]([CH:31]([CH3:33])[CH3:30])[CH3:34])[CH2:7][C:8]=3[C:9]([O:28][CH3:29])=[CH:10][CH:11]=2)(=[O:17])=[O:18])[CH:25]=[C:24]([Cl:26])[CH:23]=1. The catalyst class is: 130. (3) Reactant: [F:1][C:2]([F:45])([F:44])[C:3]1[CH:4]=[C:5]([C:13]([O:15][C@H:16]2[CH2:20][N:19]([C:21]([O:23][C:24]([CH3:27])([CH3:26])[CH3:25])=[O:22])[C@@H:18]([CH2:28][O:29][Si:30]([C:33]([CH3:36])([CH3:35])[CH3:34])([CH3:32])[CH3:31])[C@@H:17]2[C:37]2[CH:42]=[CH:41][C:40]([F:43])=[CH:39][CH:38]=2)=[CH2:14])[CH:6]=[C:7]([C:9]([F:12])([F:11])[F:10])[CH:8]=1. Product: [F:45][C:2]([F:1])([F:44])[C:3]1[CH:4]=[C:5]([C@H:13]([O:15][C@H:16]2[CH2:20][N:19]([C:21]([O:23][C:24]([CH3:25])([CH3:26])[CH3:27])=[O:22])[C@@H:18]([CH2:28][O:29][Si:30]([C:33]([CH3:34])([CH3:35])[CH3:36])([CH3:31])[CH3:32])[C@@H:17]2[C:37]2[CH:42]=[CH:41][C:40]([F:43])=[CH:39][CH:38]=2)[CH3:14])[CH:6]=[C:7]([C:9]([F:10])([F:11])[F:12])[CH:8]=1. The catalyst class is: 50. (4) Reactant: C([O:3][C:4](=O)[CH:5]=[CH:6][C:7]1[CH:12]=[C:11]([O:13][CH3:14])[CH:10]=[C:9]([O:15][CH3:16])[CH:8]=1)C.COC1C=C(CCC(OCC)=O)C=C(OC)C=1.[H-].[Al+3].[Li+].[H-].[H-].[H-].O. Product: [CH3:16][O:15][C:9]1[CH:8]=[C:7]([CH2:6][CH2:5][CH2:4][OH:3])[CH:12]=[C:11]([O:13][CH3:14])[CH:10]=1. The catalyst class is: 7. (5) Reactant: [F:1][C:2]([F:22])([F:21])[C:3]([Si](C)(C)C)([O:15]C)[C:4]1[CH:9]=[CH:8][C:7]([O:10][C:11]([F:14])([F:13])[F:12])=[CH:6][CH:5]=1.[F-].C([N+](CCCC)(CCCC)CCCC)CCC.C(=O)([O-])O.[Na+]. Product: [F:1][C:2]([F:21])([F:22])[C:3]([C:4]1[CH:9]=[CH:8][C:7]([O:10][C:11]([F:12])([F:13])[F:14])=[CH:6][CH:5]=1)=[O:15]. The catalyst class is: 7. (6) Reactant: [CH:1]1([N:4]([C:7]2[CH:12]=[CH:11][C:10]([CH2:13][NH:14][C:15]3[CH:20]=[CH:19][C:18]([F:21])=[CH:17][CH:16]=3)=[CH:9][N:8]=2)[CH2:5][CH3:6])[CH2:3][CH2:2]1.CN(C)CCCN=C=NCC.[CH2:33]([O:40][C:41]([N:43]1[CH:52]([C:53](O)=[O:54])[CH2:51][C:50]2[C:45](=[CH:46][CH:47]=[CH:48][CH:49]=2)[CH2:44]1)=[O:42])[C:34]1[CH:39]=[CH:38][CH:37]=[CH:36][CH:35]=1. Product: [CH2:33]([O:40][C:41]([N:43]1[CH:52]([C:53](=[O:54])[N:14]([CH2:13][C:10]2[CH:9]=[N:8][C:7]([N:4]([CH:1]3[CH2:2][CH2:3]3)[CH2:5][CH3:6])=[CH:12][CH:11]=2)[C:15]2[CH:16]=[CH:17][C:18]([F:21])=[CH:19][CH:20]=2)[CH2:51][C:50]2[C:45](=[CH:46][CH:47]=[CH:48][CH:49]=2)[CH2:44]1)=[O:42])[C:34]1[CH:35]=[CH:36][CH:37]=[CH:38][CH:39]=1. The catalyst class is: 300. (7) Reactant: [Cl:1][C:2]1[CH:7]=[C:6]([I:8])[C:5]([OH:9])=[C:4]([CH2:10][NH:11][NH2:12])[CH:3]=1.C(O)C.O=[C:17]([CH2:23][C:24](=O)[CH3:25])[C:18]([O:20][CH2:21][CH3:22])=[O:19]. Product: [Cl:1][C:2]1[CH:7]=[C:6]([I:8])[C:5]([OH:9])=[C:4]([CH2:10][N:11]2[C:24]([CH3:25])=[CH:23][C:17]([C:18]([O:20][CH2:21][CH3:22])=[O:19])=[N:12]2)[CH:3]=1. The catalyst class is: 15. (8) Reactant: [C:1](=O)([O:17]N1C(=O)CCC1=O)[O:2][CH2:3][CH:4]1[C:16]2[CH:15]=[CH:14][CH:13]=[CH:12][C:11]=2[C:10]2[C:5]1=[CH:6][CH:7]=[CH:8][CH:9]=2.[NH2:26][C:27]1([C:31]([OH:33])=[O:32])[CH2:30][O:29][CH2:28]1.C(=O)([O-])[O-].[K+].[K+]. Product: [CH:15]1[C:16]2[CH:4]([CH2:3][O:2][C:1]([NH:26][C:27]3([C:31]([OH:33])=[O:32])[CH2:30][O:29][CH2:28]3)=[O:17])[C:5]3[C:10](=[CH:9][CH:8]=[CH:7][CH:6]=3)[C:11]=2[CH:12]=[CH:13][CH:14]=1. The catalyst class is: 38. (9) Reactant: [CH3:1][C:2]1[S:6][C:5]([C:7]([O:9][CH3:10])=[O:8])=[C:4](OS(C(F)(F)F)(=O)=O)[CH:3]=1.[CH2:19]([C:21]1[CH:26]=[CH:25][C:24](B(O)O)=[CH:23][CH:22]=1)[CH3:20].[O-]P([O-])([O-])=O.[K+].[K+].[K+]. Product: [CH2:19]([C:21]1[CH:26]=[CH:25][C:24]([C:4]2[CH:3]=[C:2]([CH3:1])[S:6][C:5]=2[C:7]([O:9][CH3:10])=[O:8])=[CH:23][CH:22]=1)[CH3:20]. The catalyst class is: 203.